From a dataset of Full USPTO retrosynthesis dataset with 1.9M reactions from patents (1976-2016). Predict the reactants needed to synthesize the given product. (1) Given the product [NH:14]1[C:22]2[C:17](=[CH:18][CH:19]=[CH:20][CH:21]=2)[CH:16]=[C:15]1[C:23]([NH:2][C@H:3]1[CH2:8][CH2:7][CH2:6][CH2:5][C@H:4]1[C:9]([O:11][CH2:12][CH3:13])=[O:10])=[O:24], predict the reactants needed to synthesize it. The reactants are: Br.[NH2:2][C@H:3]1[CH2:8][CH2:7][CH2:6][CH2:5][C@H:4]1[C:9]([O:11][CH2:12][CH3:13])=[O:10].[NH:14]1[C:22]2[C:17](=[CH:18][CH:19]=[CH:20][CH:21]=2)[CH:16]=[C:15]1[C:23](O)=[O:24].CCN=C=NCCCN(C)C.C1C=CC2N(O)N=NC=2C=1.CN1CCOCC1. (2) Given the product [C:44]([O:48][C:49]([C@@H:51]([CH2:55][C:56]1[CH:57]=[CH:58][CH:59]=[CH:60][CH:61]=1)[C:52]([N:13]1[C:14]2[CH:15]=[C:7]([C:4]3[CH:5]=[CH:6][N:1]=[CH:2][CH:3]=3)[CH:8]=[C:9]([C:16]([O:18][CH3:19])=[O:17])[C:10]=2[CH2:11][CH2:12]1)=[O:53])=[O:50])([CH3:47])([CH3:45])[CH3:46], predict the reactants needed to synthesize it. The reactants are: [N:1]1[CH:6]=[CH:5][C:4]([C:7]2[CH:8]=[C:9]([C:16]([O:18][CH3:19])=[O:17])[C:10]3[CH2:11][CH2:12][NH:13][C:14]=3[CH:15]=2)=[CH:3][CH:2]=1.CN(C(ON1N=NC2C=CC=CC1=2)=[N+](C)C)C.F[P-](F)(F)(F)(F)F.[C:44]([O:48][C:49]([C@@H:51]([CH2:55][C:56]1[CH:61]=[CH:60][CH:59]=[CH:58][CH:57]=1)[C:52](O)=[O:53])=[O:50])([CH3:47])([CH3:46])[CH3:45].CCN(C(C)C)C(C)C. (3) Given the product [F:34][C:33]([F:36])([F:35])[C:31]([OH:37])=[O:32].[Cl:29][C:24]1[CH:25]=[CH:26][CH:27]=[CH:28][C:23]=1[O:22][C:19]1[CH:20]=[CH:21][C:16]([CH:11]2[S:12](=[O:15])[CH2:13][CH2:14][N:9]([CH2:8][CH2:7][C:6]([OH:30])=[O:5])[CH2:10]2)=[CH:17][CH:18]=1, predict the reactants needed to synthesize it. The reactants are: C([O:5][C:6](=[O:30])[CH2:7][CH2:8][N:9]1[CH2:14][CH2:13][S:12](=[O:15])[CH:11]([C:16]2[CH:21]=[CH:20][C:19]([O:22][C:23]3[CH:28]=[CH:27][CH:26]=[CH:25][C:24]=3[Cl:29])=[CH:18][CH:17]=2)[CH2:10]1)(C)(C)C.[C:31]([OH:37])([C:33]([F:36])([F:35])[F:34])=[O:32].C1(C)C=CC=CC=1. (4) Given the product [NH2:29][CH2:28][C:24]1[CH:23]=[C:22]([CH2:21][N:13]2[C:14]3[C:19](=[C:18]([Cl:20])[CH:17]=[CH:16][CH:15]=3)[C:11]([NH:10][S:7]([C:5]3[S:6][C:2]([Cl:1])=[CH:3][CH:4]=3)(=[O:8])=[O:9])=[N:12]2)[CH:27]=[CH:26][CH:25]=1, predict the reactants needed to synthesize it. The reactants are: [Cl:1][C:2]1[S:6][C:5]([S:7]([NH:10][C:11]2[C:19]3[C:14](=[CH:15][CH:16]=[CH:17][C:18]=3[Cl:20])[N:13]([CH2:21][C:22]3[CH:27]=[CH:26][CH:25]=[C:24]([C:28]#[N:29])[CH:23]=3)[N:12]=2)(=[O:9])=[O:8])=[CH:4][CH:3]=1.[H-].[Al+3].[Li+].[H-].[H-].[H-]. (5) Given the product [CH3:1][C:2]1[O:6][N:5]=[C:4]([C:7]2[C:9]3[CH2:15][CH2:14][CH2:13][C:12]4[CH:16]=[C:17]([N:20]5[CH2:24][C@H:23]([CH2:25][NH:26][C:27](=[O:29])[CH3:28])[O:22][C:21]5=[O:30])[CH:18]=[CH:19][C:11]=4[C:10]=3[NH:34][N:33]=2)[CH:3]=1, predict the reactants needed to synthesize it. The reactants are: [CH3:1][C:2]1[O:6][N:5]=[C:4]([C:7]([CH:9]2[CH2:15][CH2:14][CH2:13][C:12]3[CH:16]=[C:17]([N:20]4[CH2:24][C@H:23]([CH2:25][NH:26][C:27](=[O:29])[CH3:28])[O:22][C:21]4=[O:30])[CH:18]=[CH:19][C:11]=3[C:10]2=O)=O)[CH:3]=1.O.[NH2:33][NH2:34].